From a dataset of Forward reaction prediction with 1.9M reactions from USPTO patents (1976-2016). Predict the product of the given reaction. (1) Given the reactants Br[C:2]1[CH:3]=[C:4]([N:13]([C@H:17]2[CH2:22][CH2:21][C@H:20]([NH:23][C:24]([O:26][C:27]([CH3:30])([CH3:29])[CH3:28])=[O:25])[CH2:19][CH2:18]2)[CH2:14][CH2:15][CH3:16])[C:5]([CH3:12])=[C:6]([CH:11]=1)[C:7]([O:9][CH3:10])=[O:8].CC1(C)C(C)(C)OB([C:39]2[CH:51]=[CH:50][C:42]([CH2:43][N:44]3[CH2:49][CH2:48][O:47][CH2:46][CH2:45]3)=[CH:41][CH:40]=2)O1.C([O-])([O-])=O.[Na+].[Na+], predict the reaction product. The product is: [C:27]([O:26][C:24]([NH:23][C@H:20]1[CH2:19][CH2:18][C@H:17]([N:13]([CH2:14][CH2:15][CH3:16])[C:4]2[C:5]([CH3:12])=[C:6]([C:7]([O:9][CH3:10])=[O:8])[CH:11]=[C:2]([C:39]3[CH:40]=[CH:41][C:42]([CH2:43][N:44]4[CH2:49][CH2:48][O:47][CH2:46][CH2:45]4)=[CH:50][CH:51]=3)[CH:3]=2)[CH2:22][CH2:21]1)=[O:25])([CH3:30])([CH3:28])[CH3:29]. (2) Given the reactants Br[C:2]1[S:6][C:5]([NH:7][C:8]([NH:10][S:11]([C:14]2[CH:19]=[CH:18][CH:17]=[C:16]([CH3:20])[CH:15]=2)(=[O:13])=[O:12])=[O:9])=[N:4][C:3]=1[CH3:21].C[S-].[Na+].[CH3:25][OH:26], predict the reaction product. The product is: [CH3:25][O:26][C:2]1[S:6][C:5]([NH:7][C:8]([NH:10][S:11]([C:14]2[CH:19]=[CH:18][CH:17]=[C:16]([CH3:20])[CH:15]=2)(=[O:13])=[O:12])=[O:9])=[N:4][C:3]=1[CH3:21]. (3) The product is: [Cl:54][C:55]1[CH:56]=[CH:57][C:58]([O:67][CH:68]([F:70])[F:69])=[C:59]([C:61]2[C:62]([NH:66][C:18]([C:17]3[C:9]([NH:8][C:6](=[O:7])[O:5][C:1]([CH3:2])([CH3:3])[CH3:4])=[N:10][N:11]4[CH:16]=[CH:15][CH:14]=[N:13][C:12]=34)=[O:20])=[CH:63][NH:64][N:65]=2)[CH:60]=1. Given the reactants [C:1]([O:5][C:6]([NH:8][C:9]1[C:17]([C:18]([OH:20])=O)=[C:12]2[N:13]=[CH:14][CH:15]=[CH:16][N:11]2[N:10]=1)=[O:7])([CH3:4])([CH3:3])[CH3:2].CCN(C(C)C)C(C)C.CN(C(ON1N=NC2C=CC=NC1=2)=[N+](C)C)C.F[P-](F)(F)(F)(F)F.[Cl:54][C:55]1[CH:56]=[CH:57][C:58]([O:67][CH:68]([F:70])[F:69])=[C:59]([C:61]2[NH:65][N:64]=[CH:63][C:62]=2[NH2:66])[CH:60]=1, predict the reaction product. (4) The product is: [CH3:14][C@@H:15]1[CH2:20][CH2:19][CH2:18][CH2:17][C@@H:16]1[NH:21][C:2]1[C:3]2[N:4]([CH:10]=[CH:11][CH:12]=2)[N:5]=[CH:6][C:7]=1[C:8]#[N:9]. Given the reactants Cl[C:2]1[C:3]2[N:4]([CH:10]=[CH:11][CH:12]=2)[N:5]=[CH:6][C:7]=1[C:8]#[N:9].Cl.[CH3:14][C@@H:15]1[CH2:20][CH2:19][CH2:18][CH2:17][C@@H:16]1[NH2:21].C(N(CC)CC)C, predict the reaction product. (5) Given the reactants Br[C:2]1[CH:3]=[C:4]2[C:9](=[C:10]3[N:15]([CH3:16])[CH2:14][CH:13]=[CH:12][C:11]=13)[N:8]=[CH:7][N:6]([C@H:17]1[CH2:22][CH2:21][CH2:20][CH2:19][C@@H:18]1[OH:23])[C:5]2=[O:24].C([O-])(=O)C.[K+].[B:30]1([B:30]2[O:34][C:33]([CH3:36])([CH3:35])[C:32]([CH3:38])([CH3:37])[O:31]2)[O:34][C:33]([CH3:36])([CH3:35])[C:32]([CH3:38])([CH3:37])[O:31]1.ClCCl, predict the reaction product. The product is: [OH:23][C@H:18]1[CH2:19][CH2:20][CH2:21][CH2:22][C@@H:17]1[N:6]1[C:5](=[O:24])[C:4]2[C:9](=[C:10]3[N:15]([CH3:16])[CH2:14][CH:13]=[CH:12][C:11]3=[C:2]([B:30]3[O:34][C:33]([CH3:36])([CH3:35])[C:32]([CH3:38])([CH3:37])[O:31]3)[CH:3]=2)[N:8]=[CH:7]1.